This data is from Forward reaction prediction with 1.9M reactions from USPTO patents (1976-2016). The task is: Predict the product of the given reaction. (1) Given the reactants [Br:1][C:2]1[CH:7]=[C:6]([N+:8]([O-:10])=[O:9])[CH:5]=[CH:4][C:3]=1F.[F:12][C:13]1[CH:14]=[C:15]([CH2:19][OH:20])[CH:16]=[CH:17][CH:18]=1.C([O-])([O-])=O.[K+].[K+], predict the reaction product. The product is: [Br:1][C:2]1[CH:7]=[C:6]([N+:8]([O-:10])=[O:9])[CH:5]=[CH:4][C:3]=1[O:20][CH2:19][C:15]1[CH:16]=[CH:17][CH:18]=[C:13]([F:12])[CH:14]=1. (2) Given the reactants C(C1C=CC([C:9]2[CH:14]=[CH:13][C:12](O)=[C:11]([C:16]3[NH:20][C:19]4[CH:21]=[CH:22][C:23]([C:25]#[N:26])=[CH:24][C:18]=4[N:17]=3)[CH:10]=2)=CC=1)#N.C(C1C=CC([C:35]2[CH:42]=[CH:41][C:38]([C:39]#[N:40])=[CH:37][N:36]=2)=CC=1)=O.C(C1C=C(C2C=CC=C(C#N)C=2)C=CC=1O)=O.C(C1C=CC(C2C=C(OC)C(O)=C(C3NC4C=CC(C#N)=CC=4N=3)C=2)=CC=1)#N, predict the reaction product. The product is: [C:39]([C:38]1[CH:41]=[CH:42][C:35]([C:14]2[CH:9]=[CH:10][C:11]([C:16]3[NH:20][C:19]4[CH:21]=[CH:22][C:23]([C:25]#[N:26])=[CH:24][C:18]=4[N:17]=3)=[CH:12][CH:13]=2)=[N:36][CH:37]=1)#[N:40].